Dataset: Reaction yield outcomes from USPTO patents with 853,638 reactions. Task: Predict the reaction yield, written as a fraction of the theoretical maximum amount of product (1.0 means a 100% yield; for example, 0.34 means a 34% yield). The reactants are [Cl:1][C:2]1[CH:3]=[C:4]([CH:24]([CH2:30][CH:31]([CH3:33])[CH3:32])[C:25]([O:27]CC)=[O:26])[CH:5]=[C:6]([C:14]2[CH:19]=[CH:18][C:17]([C:20]([F:23])([F:22])[F:21])=[CH:16][CH:15]=2)[C:7]=1[O:8][CH2:9][C:10]([F:13])([F:12])[F:11].O.[OH-].[Li+]. The catalyst is CO.C1COCC1.O. The product is [Cl:1][C:2]1[CH:3]=[C:4]([CH:24]([CH2:30][CH:31]([CH3:33])[CH3:32])[C:25]([OH:27])=[O:26])[CH:5]=[C:6]([C:14]2[CH:15]=[CH:16][C:17]([C:20]([F:21])([F:22])[F:23])=[CH:18][CH:19]=2)[C:7]=1[O:8][CH2:9][C:10]([F:12])([F:13])[F:11]. The yield is 0.880.